From a dataset of Full USPTO retrosynthesis dataset with 1.9M reactions from patents (1976-2016). Predict the reactants needed to synthesize the given product. (1) Given the product [O:5]1[C:6]2[CH:14]=[CH:13][C:12]([CH2:15][C@H:16]3[CH2:17][O:18][S:2](=[O:1])[N:19]3[C:20]([O:21][C:22]([CH3:25])([CH3:24])[CH3:23])=[O:26])=[CH:11][C:7]=2[O:8][CH2:9][CH2:10]1, predict the reactants needed to synthesize it. The reactants are: [O:1]=[S:2](Cl)Cl.[O:5]1[CH2:10][CH2:9][O:8][C:7]2[CH:11]=[C:12]([CH2:15][C@H:16]([NH:19][C:20](=[O:26])[O:21][C:22]([CH3:25])([CH3:24])[CH3:23])[CH2:17][OH:18])[CH:13]=[CH:14][C:6]1=2.N1C=CC=CC=1. (2) Given the product [C:22]([O:21][C:19]([N:1]1[CH2:5][CH2:4][CH2:3][C@H:2]1[C:6]([O:8][C:9]1[CH:14]=[C:13]([CH:12]=[CH:11][C:10]=1[O:17][CH3:18])[C:15]([OH:28])=[O:16])=[O:7])=[O:20])([CH3:25])([CH3:24])[CH3:23], predict the reactants needed to synthesize it. The reactants are: [N:1]1([C:19]([O:21][C:22]([CH3:25])([CH3:24])[CH3:23])=[O:20])[CH2:5][CH2:4][CH2:3][C@H:2]1[C:6]([O:8][C:9]1[CH:14]=[C:13]([CH:15]=[O:16])[CH:12]=[CH:11][C:10]=1[O:17][CH3:18])=[O:7].S(=O)(=O)([OH:28])N.Cl([O-])=O.[Na+]. (3) The reactants are: [CH3:1][O:2][C:3](=[O:23])[C:4]1[CH:9]=[C:8]([O:10][C:11]2[CH:16]=[CH:15][C:14]([N+:17]([O-])=O)=[CH:13][CH:12]=2)[CH:7]=[CH:6][C:5]=1[N+:20]([O-])=O. Given the product [CH3:1][O:2][C:3](=[O:23])[C:4]1[CH:9]=[C:8]([O:10][C:11]2[CH:16]=[CH:15][C:14]([NH2:17])=[CH:13][CH:12]=2)[CH:7]=[CH:6][C:5]=1[NH2:20], predict the reactants needed to synthesize it. (4) Given the product [NH2:1][C:2]1[C:3]([C:7]2[N:8]([CH2:18][CH3:19])[C:9]3[CH:14]=[C:13]([O:15][CH2:21][CH2:22][NH:23][C:24](=[O:30])[O:25][C:26]([CH3:29])([CH3:28])[CH3:27])[N:12]=[C:11]([Cl:16])[C:10]=3[N:17]=2)=[N:4][O:5][N:6]=1, predict the reactants needed to synthesize it. The reactants are: [NH2:1][C:2]1[C:3]([C:7]2[N:8]([CH2:18][CH3:19])[C:9]3[C:10]([N:17]=2)=[C:11]([Cl:16])[NH:12][C:13](=[O:15])[CH:14]=3)=[N:4][O:5][N:6]=1.O[CH2:21][CH2:22][NH:23][C:24](=[O:30])[O:25][C:26]([CH3:29])([CH3:28])[CH3:27].CCOC(/N=N/C(OCC)=O)=O.CO. (5) Given the product [Br:1][C:2]1[CH:3]=[CH:4][C:5]2[C:13](=[O:14])[C:12](=[O:15])[C:11]3[N:10]([CH3:16])[C:9]([CH2:17][N:26]([CH3:27])[CH3:25])=[C:8]([C:19]([O:21][CH2:22][CH3:23])=[O:20])[C:7]=3[C:6]=2[CH:24]=1, predict the reactants needed to synthesize it. The reactants are: [Br:1][C:2]1[CH:3]=[CH:4][C:5]2[C:13](=[O:14])[C:12](=[O:15])[C:11]3[N:10]([CH3:16])[C:9]([CH2:17]Br)=[C:8]([C:19]([O:21][CH2:22][CH3:23])=[O:20])[C:7]=3[C:6]=2[CH:24]=1.[CH3:25][NH:26][CH3:27]. (6) Given the product [CH2:6]([S:8][C:9]1[CH:16]=[C:15]([N:17]2[CH2:22][CH2:21][O:20][CH2:19][C@H:18]2[CH3:23])[CH:14]=[C:13]([CH3:24])[C:10]=1[C:11]([NH2:12])=[O:2])[CH3:7], predict the reactants needed to synthesize it. The reactants are: S(=O)(=O)(O)[OH:2].[CH2:6]([S:8][C:9]1[CH:16]=[C:15]([N:17]2[CH2:22][CH2:21][O:20][CH2:19][C@H:18]2[CH3:23])[CH:14]=[C:13]([CH3:24])[C:10]=1[C:11]#[N:12])[CH3:7]. (7) Given the product [O:20]1[C:21]2[C:26](=[CH:25][CH:24]=[CH:23][CH:22]=2)[C:27](=[O:28])[CH:18]=[C:19]1[C:29]1[CH:34]=[CH:33][CH:32]=[CH:31][CH:30]=1, predict the reactants needed to synthesize it. The reactants are: C(OC(CCCCC(O[C:18]1[C:27](=[O:28])[C:26]2[C:21](=[CH:22][CH:23]=[CH:24][CH:25]=2)[O:20][C:19]=1[C:29]1[CH:34]=[CH:33][C:32](OC(CCCCC(OCC2C=CC=CC=2)=O)=O)=[CH:31][CH:30]=1)=O)=O)C1C=CC=CC=1.[H][H].C1COCC1.